From a dataset of Reaction yield outcomes from USPTO patents with 853,638 reactions. Predict the reaction yield, written as a fraction of the theoretical maximum amount of product (1.0 means a 100% yield; for example, 0.34 means a 34% yield). (1) The reactants are [Cl:1][C:2]1[CH:3]=[C:4]([C:9]#[C:10][CH:11]=[O:12])[CH:5]=[CH:6][C:7]=1[Cl:8].[CH2:13]([Mg]Br)[CH:14]=[CH2:15]. The catalyst is C1COCC1. The product is [Cl:1][C:2]1[CH:3]=[C:4]([C:9]#[C:10][CH:11]([OH:12])[CH2:15][CH:14]=[CH2:13])[CH:5]=[CH:6][C:7]=1[Cl:8]. The yield is 0.750. (2) The reactants are [H-].[Na+].[SH:3][C:4]1[O:5][C:6]2[CH:12]=[CH:11][CH:10]=[CH:9][C:7]=2[N:8]=1.CN(C=O)C.CS(O[CH2:23][C:24]1([CH3:35])[O:28][C:27]2=[N:29][C:30]([N+:32]([O-:34])=[O:33])=[CH:31][N:26]2[CH2:25]1)(=O)=O. The catalyst is O. The product is [CH3:23][C:24]1([CH2:35][S:3][C:4]2[O:5][C:6]3[CH:12]=[CH:11][CH:10]=[CH:9][C:7]=3[N:8]=2)[O:28][C:27]2=[N:29][C:30]([N+:32]([O-:34])=[O:33])=[CH:31][N:26]2[CH2:25]1. The yield is 0.0900. (3) The reactants are [NH:1](C(C)=O)[C@H:2]([C:8]([OH:10])=[O:9])[CH2:3][CH2:4][C:5](=[O:7])[OH:6].[Cl-].C([O-])([O-])=O.[Na+].[Na+]. The catalyst is CN(C)C=O. The product is [NH2:1][C@H:2]([C:8]([OH:10])=[O:9])[CH2:3][CH2:4][C:5](=[O:6])[OH:7]. The yield is 0.300. (4) The reactants are [O:1]=[C:2]1[C:10]2([CH2:14][O:13][C:12]3[CH:15]=[C:16]4[C:20](=[CH:21][C:11]2=3)[CH2:19][CH2:18][O:17]4)[C:9]2[C:4](=[CH:5][CH:6]=[CH:7][CH:8]=2)[N:3]1[CH2:22][C:23]1[O:27][C:26]([C:28]([O:30]C)=[O:29])=[CH:25][CH:24]=1.[OH-].[Na+].CO. The catalyst is O. The product is [O:1]=[C:2]1[C:10]2([CH2:14][O:13][C:12]3[CH:15]=[C:16]4[C:20](=[CH:21][C:11]2=3)[CH2:19][CH2:18][O:17]4)[C:9]2[C:4](=[CH:5][CH:6]=[CH:7][CH:8]=2)[N:3]1[CH2:22][C:23]1[O:27][C:26]([C:28]([OH:30])=[O:29])=[CH:25][CH:24]=1. The yield is 0.920. (5) The reactants are [C:1]([C@H:5]1[CH2:10][CH2:9][C@H:8]([O:11][C:12]2[C:13]([C:29]3[CH:34]=[CH:33][C:32](OC(F)(F)F)=[CH:31][CH:30]=3)=[C:14]3[C:19](=[CH:20][CH:21]=2)[CH:18]=[C:17]([C@:22]2([CH3:28])[CH2:26][O:25][C:24](=[O:27])[NH:23]2)[CH:16]=[CH:15]3)[CH2:7][CH2:6]1)([CH3:4])([CH3:3])[CH3:2].C1(B(O)O)C=CC=CC=1. No catalyst specified. The product is [C:1]([C@H:5]1[CH2:10][CH2:9][C@H:8]([O:11][C:12]2[C:13]([C:29]3[CH:30]=[CH:31][CH:32]=[CH:33][CH:34]=3)=[C:14]3[C:19](=[CH:20][CH:21]=2)[CH:18]=[C:17]([C@:22]2([CH3:28])[CH2:26][O:25][C:24](=[O:27])[NH:23]2)[CH:16]=[CH:15]3)[CH2:7][CH2:6]1)([CH3:2])([CH3:3])[CH3:4]. The yield is 0.790. (6) The reactants are [NH2:1][C:2]1[N:10]=[CH:9][CH:8]=[CH:7][C:3]=1[C:4]([OH:6])=O.[CH:11]([NH2:13])=O. No catalyst specified. The product is [N:1]1[C:2]2[N:10]=[CH:9][CH:8]=[CH:7][C:3]=2[C:4](=[O:6])[NH:13][CH:11]=1. The yield is 0.494. (7) The reactants are C(NC1C=CC(C2C=C3C(CN([C@@H](C(C)C)C(OC)=O)C3=O)=CC=2)=CC=1)(=O)C1C=CC=CC=1.[NH2:34][C:35]1[CH:40]=[CH:39][C:38]([C:41]2[CH:49]=[C:48]3[C:44]([CH2:45][N:46]([CH:51]4[CH2:56][CH2:55][CH2:54][CH:53]([C:57]([O:59][CH3:60])=[O:58])[CH2:52]4)[C:47]3=[O:50])=[CH:43][CH:42]=2)=[CH:37][CH:36]=1.[Cl:61][C:62]1[CH:70]=[CH:69][C:65]([C:66](Cl)=[O:67])=[CH:64][CH:63]=1. No catalyst specified. The product is [Cl:61][C:62]1[CH:70]=[CH:69][C:65]([C:66]([NH:34][C:35]2[CH:36]=[CH:37][C:38]([C:41]3[CH:49]=[C:48]4[C:44]([CH2:45][N:46]([CH:51]5[CH2:56][CH2:55][CH2:54][CH:53]([C:57]([O:59][CH3:60])=[O:58])[CH2:52]5)[C:47]4=[O:50])=[CH:43][CH:42]=3)=[CH:39][CH:40]=2)=[O:67])=[CH:64][CH:63]=1. The yield is 0.930. (8) The reactants are O[CH2:2][C:3]1[CH:4]=[CH:5][C:6]([C:9]#[N:10])=[N:7][CH:8]=1.S(Cl)(C)(=O)=O.C(N(CC)CC)C.S([O-])(=O)(=O)C.[N-:28]=[N+:29]=[N-:30].[Na+]. The catalyst is C(Cl)Cl.CN(C=O)C.O. The product is [N:28]([CH2:2][C:3]1[CH:4]=[CH:5][C:6]([C:9]#[N:10])=[N:7][CH:8]=1)=[N+:29]=[N-:30]. The yield is 0.830. (9) The reactants are [N+:1]([C:4]1[CH:9]=[CH:8][C:7]([C@@H:10]2[CH2:14][CH2:13][C@@H:12]([C:15]3[CH:20]=[CH:19][C:18]([N+:21]([O-])=O)=[CH:17][CH:16]=3)[N:11]2[C:24]2[CH:29]=[C:28]([F:30])[C:27]([N:31]3[CH2:36][CH2:35][CH:34]([C:37]4[CH:42]=[CH:41][CH:40]=[CH:39][CH:38]=4)[CH2:33][CH2:32]3)=[C:26]([F:43])[CH:25]=2)=[CH:6][CH:5]=1)([O-])=O.[Cl-].[NH4+].C(OCC)(=O)C. The catalyst is C1COCC1.C(O)C.O.[Fe]. The product is [F:43][C:26]1[CH:25]=[C:24]([N:11]2[C@H:10]([C:7]3[CH:8]=[CH:9][C:4]([NH2:1])=[CH:5][CH:6]=3)[CH2:14][CH2:13][C@H:12]2[C:15]2[CH:16]=[CH:17][C:18]([NH2:21])=[CH:19][CH:20]=2)[CH:29]=[C:28]([F:30])[C:27]=1[N:31]1[CH2:36][CH2:35][CH:34]([C:37]2[CH:38]=[CH:39][CH:40]=[CH:41][CH:42]=2)[CH2:33][CH2:32]1. The yield is 1.00.